This data is from Forward reaction prediction with 1.9M reactions from USPTO patents (1976-2016). The task is: Predict the product of the given reaction. (1) Given the reactants [CH3:1][O:2][C:3]1[CH:4]=[CH:5][N:6]=[C:7]([CH2:11][S+:12]([O-:26])[C:13]2[NH:14][C:15]3[CH:16]=[CH:17][C:18]([O:22][CH:23]([F:25])[F:24])=[CH:19][C:20]=3[N:21]=2)[C:8]=1[O:9][CH3:10].[OH-].[Na+:28], predict the reaction product. The product is: [CH3:1][O:2][C:3]1[CH:4]=[CH:5][N:6]=[C:7]([CH2:11][S+:12]([O-:26])[C:13]2[N-:14][C:15]3[CH:16]=[CH:17][C:18]([O:22][CH:23]([F:24])[F:25])=[CH:19][C:20]=3[N:21]=2)[C:8]=1[O:9][CH3:10].[Na+:28]. (2) Given the reactants Br[C:2]1[N:7]=[C:6]([NH2:8])[CH:5]=[CH:4][CH:3]=1.[CH3:9][Si:10]([C:13]#[CH:14])([CH3:12])[CH3:11], predict the reaction product. The product is: [CH3:9][Si:10]([C:13]#[C:14][C:2]1[N:7]=[C:6]([NH2:8])[CH:5]=[CH:4][CH:3]=1)([CH3:12])[CH3:11]. (3) Given the reactants [C:1](=[S:3])=S.[NH2:4][CH2:5][C@H:6]1[CH2:11][CH2:10][C@H:9]([C:12]([OH:14])=[O:13])[CH2:8][CH2:7]1.C(N(CC)CC)C.II.Cl, predict the reaction product. The product is: [N:4]([CH2:5][C@H:6]1[CH2:7][CH2:8][C@H:9]([C:12]([OH:14])=[O:13])[CH2:10][CH2:11]1)=[C:1]=[S:3]. (4) Given the reactants OS(O)(=O)=O.[S:6]1[CH:10]=[CH:9][C:8]([C:11]2([CH3:17])[O:15][C:14](=[O:16])[CH2:13][CH2:12]2)=[C:7]1[C:18]1[S:19][CH:20]=[CH:21][CH:22]=1.C(Cl)Cl.O.[CH2:27](O)[CH3:28], predict the reaction product. The product is: [CH3:17][C:11]1([CH2:12][CH2:13][C:14]([O:15][CH2:27][CH3:28])=[O:16])[C:22]2[CH:21]=[CH:20][S:19][C:18]=2[C:7]2[S:6][CH:10]=[CH:9][C:8]1=2. (5) Given the reactants [Br:1][C:2]1[C:3]([O:16][CH3:17])=[C:4]([NH:8][C:9](=[O:15])/[CH:10]=[CH:11]/OCC)[CH:5]=[CH:6][CH:7]=1, predict the reaction product. The product is: [Br:1][C:2]1[C:3]([O:16][CH3:17])=[C:4]2[C:5]([CH:11]=[CH:10][C:9]([OH:15])=[N:8]2)=[CH:6][CH:7]=1. (6) Given the reactants Cl.[CH2:2]([C:6]1[CH:11]=[CH:10][C:9]([C:12]#[C:13][C:14]2[CH:34]=[CH:33][C:17]([CH2:18][NH:19][C:20]3[CH:32]=[CH:31][C:23]4[O:24][C:25]([CH3:30])([CH3:29])[O:26][C:27](=[O:28])[C:22]=4[CH:21]=3)=[CH:16][CH:15]=2)=[CH:8][CH:7]=1)[CH2:3][CH2:4][CH3:5].[CH:35]1([C:41](Cl)=[O:42])[CH2:40][CH2:39][CH2:38][CH2:37][CH2:36]1, predict the reaction product. The product is: [CH2:2]([C:6]1[CH:7]=[CH:8][C:9]([C:12]#[C:13][C:14]2[CH:34]=[CH:33][C:17]([CH2:18][N:19]([C:20]3[CH:32]=[CH:31][C:23]4[O:24][C:25]([CH3:30])([CH3:29])[O:26][C:27](=[O:28])[C:22]=4[CH:21]=3)[C:41]([CH:35]3[CH2:40][CH2:39][CH2:38][CH2:37][CH2:36]3)=[O:42])=[CH:16][CH:15]=2)=[CH:10][CH:11]=1)[CH2:3][CH2:4][CH3:5]. (7) Given the reactants CN(OC)[C:3]([C:5]1[S:6][C:7]([C:18]2[CH:23]=[CH:22][CH:21]=[CH:20][CH:19]=2)=[C:8]([C:10]2[CH:15]=[CH:14][C:13]([Cl:16])=[CH:12][C:11]=2[Cl:17])[N:9]=1)=[O:4].[Li][CH2:27][CH2:28][CH2:29][CH3:30].Cl, predict the reaction product. The product is: [Cl:17][C:11]1[CH:12]=[C:13]([Cl:16])[CH:14]=[CH:15][C:10]=1[C:8]1[N:9]=[C:5]([C:3](=[O:4])[CH2:27][CH2:28][CH2:29][CH3:30])[S:6][C:7]=1[C:18]1[CH:19]=[CH:20][CH:21]=[CH:22][CH:23]=1. (8) Given the reactants [F:1][C:2]([F:39])([F:38])[C:3]1[CH:4]=[C:5]([NH:9][C:10]([C:12]2[C:21]3[C:16](=[CH:17][C:18]([O:22][C:23]4[CH:28]=[C:27]([CH2:29][O:30]CC5C=CC=CC=5)[N:26]=[CH:25][N:24]=4)=[CH:19][CH:20]=3)[CH:15]=[CH:14][CH:13]=2)=[O:11])[CH:6]=[CH:7][CH:8]=1.FC(F)(F)C(O)=O, predict the reaction product. The product is: [F:39][C:2]([F:1])([F:38])[C:3]1[CH:4]=[C:5]([NH:9][C:10]([C:12]2[C:21]3[C:16](=[CH:17][C:18]([O:22][C:23]4[CH:28]=[C:27]([CH2:29][OH:30])[N:26]=[CH:25][N:24]=4)=[CH:19][CH:20]=3)[CH:15]=[CH:14][CH:13]=2)=[O:11])[CH:6]=[CH:7][CH:8]=1.